From a dataset of Forward reaction prediction with 1.9M reactions from USPTO patents (1976-2016). Predict the product of the given reaction. Given the reactants [Cl:1][C:2]1[CH:3]=[CH:4][C:5]([N:16]2[CH:20]=[C:19]([CH3:21])[N:18]=[N:17]2)=[C:6]([C:8]2[CH:13]=[C:12]([O:14]C)[N:11]=[CH:10][N:9]=2)[CH:7]=1.C(O)(C(F)(F)F)=O.Br.C([O-])(O)=O.[Na+], predict the reaction product. The product is: [Cl:1][C:2]1[CH:3]=[CH:4][C:5]([N:16]2[CH:20]=[C:19]([CH3:21])[N:18]=[N:17]2)=[C:6]([C:8]2[N:9]=[CH:10][N:11]=[C:12]([OH:14])[CH:13]=2)[CH:7]=1.